Dataset: NCI-60 drug combinations with 297,098 pairs across 59 cell lines. Task: Regression. Given two drug SMILES strings and cell line genomic features, predict the synergy score measuring deviation from expected non-interaction effect. (1) Drug 1: C1CCC(C1)C(CC#N)N2C=C(C=N2)C3=C4C=CNC4=NC=N3. Drug 2: C1=CC=C(C=C1)NC(=O)CCCCCCC(=O)NO. Cell line: NCIH23. Synergy scores: CSS=15.6, Synergy_ZIP=-4.81, Synergy_Bliss=-0.874, Synergy_Loewe=-1.80, Synergy_HSA=0.904. (2) Drug 1: CC1=C2C(C(=O)C3(C(CC4C(C3C(C(C2(C)C)(CC1OC(=O)C(C(C5=CC=CC=C5)NC(=O)OC(C)(C)C)O)O)OC(=O)C6=CC=CC=C6)(CO4)OC(=O)C)O)C)O. Drug 2: CC1C(C(CC(O1)OC2CC(CC3=C2C(=C4C(=C3O)C(=O)C5=C(C4=O)C(=CC=C5)OC)O)(C(=O)CO)O)N)O.Cl. Cell line: HL-60(TB). Synergy scores: CSS=53.3, Synergy_ZIP=-4.98, Synergy_Bliss=-4.97, Synergy_Loewe=-1.29, Synergy_HSA=-0.965. (3) Drug 2: C1=NNC2=C1C(=O)NC=N2. Drug 1: CS(=O)(=O)OCCCCOS(=O)(=O)C. Cell line: NCI-H522. Synergy scores: CSS=10.0, Synergy_ZIP=-7.23, Synergy_Bliss=-3.03, Synergy_Loewe=3.18, Synergy_HSA=3.03. (4) Drug 1: C1=NC2=C(N1)C(=S)N=CN2. Drug 2: CC(C)CN1C=NC2=C1C3=CC=CC=C3N=C2N. Cell line: SK-MEL-5. Synergy scores: CSS=25.4, Synergy_ZIP=-6.96, Synergy_Bliss=-1.01, Synergy_Loewe=-1.86, Synergy_HSA=-2.01. (5) Drug 1: C1CCC(C1)C(CC#N)N2C=C(C=N2)C3=C4C=CNC4=NC=N3. Drug 2: C1CC(=O)NC(=O)C1N2C(=O)C3=CC=CC=C3C2=O. Cell line: PC-3. Synergy scores: CSS=1.05, Synergy_ZIP=2.37, Synergy_Bliss=2.43, Synergy_Loewe=1.45, Synergy_HSA=0.812. (6) Drug 1: CCCCC(=O)OCC(=O)C1(CC(C2=C(C1)C(=C3C(=C2O)C(=O)C4=C(C3=O)C=CC=C4OC)O)OC5CC(C(C(O5)C)O)NC(=O)C(F)(F)F)O. Drug 2: C1=NNC2=C1C(=O)NC=N2. Cell line: SW-620. Synergy scores: CSS=30.9, Synergy_ZIP=1.72, Synergy_Bliss=-2.65, Synergy_Loewe=-21.0, Synergy_HSA=-3.28. (7) Drug 1: COC1=C2C(=CC3=C1OC=C3)C=CC(=O)O2. Drug 2: C1C(C(OC1N2C=NC3=C2NC=NCC3O)CO)O. Cell line: MDA-MB-435. Synergy scores: CSS=-0.187, Synergy_ZIP=2.89, Synergy_Bliss=6.42, Synergy_Loewe=2.61, Synergy_HSA=1.42. (8) Drug 1: CC(C1=C(C=CC(=C1Cl)F)Cl)OC2=C(N=CC(=C2)C3=CN(N=C3)C4CCNCC4)N. Drug 2: CCC1(CC2CC(C3=C(CCN(C2)C1)C4=CC=CC=C4N3)(C5=C(C=C6C(=C5)C78CCN9C7C(C=CC9)(C(C(C8N6C)(C(=O)OC)O)OC(=O)C)CC)OC)C(=O)OC)O.OS(=O)(=O)O. Cell line: SK-MEL-5. Synergy scores: CSS=51.5, Synergy_ZIP=14.2, Synergy_Bliss=14.1, Synergy_Loewe=-45.2, Synergy_HSA=9.93. (9) Drug 1: C1=C(C(=O)NC(=O)N1)F. Drug 2: C1=CC=C(C=C1)NC(=O)CCCCCCC(=O)NO. Cell line: TK-10. Synergy scores: CSS=27.9, Synergy_ZIP=2.92, Synergy_Bliss=1.20, Synergy_Loewe=4.09, Synergy_HSA=5.61. (10) Drug 1: C1=CC(=CC=C1C#N)C(C2=CC=C(C=C2)C#N)N3C=NC=N3. Drug 2: COC1=C2C(=CC3=C1OC=C3)C=CC(=O)O2. Cell line: HOP-62. Synergy scores: CSS=-1.42, Synergy_ZIP=1.56, Synergy_Bliss=0.174, Synergy_Loewe=-3.71, Synergy_HSA=-4.82.